This data is from Reaction yield outcomes from USPTO patents with 853,638 reactions. The task is: Predict the reaction yield, written as a fraction of the theoretical maximum amount of product (1.0 means a 100% yield; for example, 0.34 means a 34% yield). The reactants are [Cl-].O[NH3+:3].[C:4](=[O:7])([O-])[OH:5].[Na+].CS(C)=O.[CH:13]1([CH2:16][O:17][C:18]2[N:23]=[CH:22][C:21]([C:24]3[C:29](=[O:30])[N:28]([CH2:31][C:32]4[CH:37]=[CH:36][C:35]([C:38]5[C:39]([C:44]#[N:45])=[CH:40][CH:41]=[CH:42][CH:43]=5)=[CH:34][CH:33]=4)[C:27]([CH2:46][CH2:47][CH3:48])=[N:26][C:25]=3[CH2:49][CH3:50])=[CH:20][CH:19]=2)[CH2:15][CH2:14]1. The catalyst is C(OCC)(=O)C. The product is [CH:13]1([CH2:16][O:17][C:18]2[N:23]=[CH:22][C:21]([C:24]3[C:29](=[O:30])[N:28]([CH2:31][C:32]4[CH:37]=[CH:36][C:35]([C:38]5[CH:43]=[CH:42][CH:41]=[CH:40][C:39]=5[C:44]5[NH:3][C:4](=[O:7])[O:5][N:45]=5)=[CH:34][CH:33]=4)[C:27]([CH2:46][CH2:47][CH3:48])=[N:26][C:25]=3[CH2:49][CH3:50])=[CH:20][CH:19]=2)[CH2:15][CH2:14]1. The yield is 0.570.